From a dataset of Reaction yield outcomes from USPTO patents with 853,638 reactions. Predict the reaction yield, written as a fraction of the theoretical maximum amount of product (1.0 means a 100% yield; for example, 0.34 means a 34% yield). (1) The reactants are [C:1]([C:3]1[CH:8]=[CH:7][C:6]([NH:9][C:10](=[O:19])[C:11]2[C:16]([F:17])=[CH:15][CH:14]=[CH:13][C:12]=2[F:18])=[CH:5][CH:4]=1)#[CH:2].Br[C:21]1[CH:22]=[N:23][CH:24]=[C:25]([CH:38]=1)[C:26]([N:28]=[S@@:29]([CH3:37])(=[O:36])[C:30]1[CH:35]=[CH:34][CH:33]=[CH:32][CH:31]=1)=[O:27]. No catalyst specified. The product is [F:17][C:16]1[CH:15]=[CH:14][CH:13]=[C:12]([F:18])[C:11]=1[C:10]([NH:9][C:6]1[CH:5]=[CH:4][C:3]([C:1]#[C:2][C:21]2[CH:22]=[N:23][CH:24]=[C:25]([CH:38]=2)[C:26]([N:28]=[S@@:29]([CH3:37])(=[O:36])[C:30]2[CH:35]=[CH:34][CH:33]=[CH:32][CH:31]=2)=[O:27])=[CH:8][CH:7]=1)=[O:19]. The yield is 0.740. (2) The reactants are [CH:1]([O-:3])=O.[Na+].Br[C:6]1[CH:7]=[C:8]2[C:13](=[CH:14][C:15]=1[F:16])[N:12]=[CH:11][CH:10]=[CH:9]2. The catalyst is C(#N)C.CS(C)=O.C1C=CC([P]([Pd]([P](C2C=CC=CC=2)(C2C=CC=CC=2)C2C=CC=CC=2)([P](C2C=CC=CC=2)(C2C=CC=CC=2)C2C=CC=CC=2)[P](C2C=CC=CC=2)(C2C=CC=CC=2)C2C=CC=CC=2)(C2C=CC=CC=2)C2C=CC=CC=2)=CC=1. The product is [F:16][C:15]1[CH:14]=[C:13]2[C:8]([CH:9]=[CH:10][CH:11]=[N:12]2)=[CH:7][C:6]=1[CH:1]=[O:3]. The yield is 0.104. (3) The reactants are [Cl:1][C:2]1[CH:3]=[C:4]([CH:8]=[CH:9][N:10]=1)[C:5]([OH:7])=[O:6].C(Cl)(=O)C(Cl)=O.[CH2:17](O)[C:18]([CH3:21])([CH3:20])[CH3:19].CCN(CC)CC. The catalyst is C(Cl)Cl.CN(C=O)C. The product is [Cl:1][C:2]1[CH:3]=[C:4]([CH:8]=[CH:9][N:10]=1)[C:5]([O:7][CH2:17][C:18]([CH3:21])([CH3:20])[CH3:19])=[O:6]. The yield is 0.800. (4) The product is [CH2:1]([O:8][C@H:9]1[CH:14]=[CH:13][O:12][C@@H:11]([CH3:15])[C@@H:10]1[O:16][CH2:20][CH2:21][CH2:22][CH3:23])[C:2]1[CH:3]=[CH:4][CH:5]=[CH:6][CH:7]=1. The yield is 0.740. The catalyst is CN(C=O)C.[I-].C([N+](CCCC)(CCCC)CCCC)CCC. The reactants are [CH2:1]([O:8][C@H:9]1[CH:14]=[CH:13][O:12][C@@H:11]([CH3:15])[C@@H:10]1[OH:16])[C:2]1[CH:7]=[CH:6][CH:5]=[CH:4][CH:3]=1.[H-].[Na+].I[CH2:20][CH2:21][CH2:22][CH3:23]. (5) The yield is 0.660. The catalyst is CN(C)C=O.CN(C)C(=O)C. The reactants are [CH3:1][C:2]1[O:6][C:5]([C:7]([F:10])([F:9])[F:8])=[C:4]([C:11]([OH:13])=O)[CH:3]=1.O1CCCC1.C(Cl)(=O)C(Cl)=O.[NH2:25][C:26]1[CH:27]=[C:28]([CH:45]=[CH:46][CH:47]=1)[O:29][C:30]1[CH:31]=[CH:32][C:33]2[N:34]([N:36]=[C:37]([NH:39][C:40]([CH:42]3[CH2:44][CH2:43]3)=[O:41])[N:38]=2)[CH:35]=1. The product is [CH:42]1([C:40]([NH:39][C:37]2[N:38]=[C:33]3[CH:32]=[CH:31][C:30]([O:29][C:28]4[CH:27]=[C:26]([NH:25][C:11]([C:4]5[CH:3]=[C:2]([CH3:1])[O:6][C:5]=5[C:7]([F:8])([F:9])[F:10])=[O:13])[CH:47]=[CH:46][CH:45]=4)=[CH:35][N:34]3[N:36]=2)=[O:41])[CH2:43][CH2:44]1. (6) The reactants are C([Si](C)(C)[O:6][C:7]1[C:12]([CH3:13])=[CH:11][C:10]([C:14]2([C:24]3[CH:29]=[C:28]([CH3:30])[C:27]([O:31][Si](C(C)(C)C)(C)C)=[C:26]([CH3:39])[CH:25]=3)[C:22]3[C:17](=[CH:18][CH:19]=[CH:20][CH:21]=3)[NH:16][C:15]2=[O:23])=[CH:9][C:8]=1[CH3:40])(C)(C)C.B(O)(O)[C:44]1[CH:45]=[CH:46][C:47]([CH3:50])=[CH:48][CH:49]=1.C(N(CC)CC)C.[F-].C([N+](CCCC)(CCCC)CCCC)CCC.Cl. The catalyst is C1COCC1.C([O-])(=O)C.[Cu+2].C([O-])(=O)C.C(OCC)(=O)C.O.ClCCl. The product is [OH:31][C:27]1[C:28]([CH3:30])=[CH:29][C:24]([C:14]2([C:10]3[CH:11]=[C:12]([CH3:13])[C:7]([OH:6])=[C:8]([CH3:40])[CH:9]=3)[C:22]3[C:17](=[CH:18][CH:19]=[CH:20][CH:21]=3)[N:16]([C:44]3[CH:49]=[CH:48][C:47]([CH3:50])=[CH:46][CH:45]=3)[C:15]2=[O:23])=[CH:25][C:26]=1[CH3:39]. The yield is 0.320. (7) The reactants are [S:1]1[CH:5]=[CH:4][CH:3]=[C:2]1[CH2:6][CH2:7][NH:8][S:9]([NH:12]C(=O)OCC1C=CC=CC=1)(=[O:11])=[O:10].Br.C(O)(=O)C.C(O)(=O)C.C(=O)([O-])O.[Na+]. The catalyst is C(OCC)(=O)C. The product is [S:1]1[CH:5]=[CH:4][CH:3]=[C:2]1[CH2:6][CH2:7][NH:8][S:9]([NH2:12])(=[O:11])=[O:10]. The yield is 0.660.